This data is from Forward reaction prediction with 1.9M reactions from USPTO patents (1976-2016). The task is: Predict the product of the given reaction. (1) Given the reactants [F:1][C:2]1[CH:3]=[C:4]([CH:29]=[C:30]([N:32]2[CH2:37][CH2:36][CH2:35][CH2:34][CH2:33]2)[CH:31]=1)[C:5]([NH:7][C:8]1[C:17]2[C:12](=[CH:13][CH:14]=[CH:15][CH:16]=2)[C:11]([O:18][C:19]2[CH:24]=[CH:23][N:22]=[C:21](S(C)(=O)=O)[N:20]=2)=[CH:10][CH:9]=1)=[O:6].[CH:38]1([NH2:44])[CH2:43][CH2:42][CH2:41][CH2:40][CH2:39]1, predict the reaction product. The product is: [CH:38]1([NH:44][C:21]2[N:20]=[C:19]([O:18][C:11]3[C:12]4[C:17](=[CH:16][CH:15]=[CH:14][CH:13]=4)[C:8]([NH:7][C:5](=[O:6])[C:4]4[CH:29]=[C:30]([N:32]5[CH2:37][CH2:36][CH2:35][CH2:34][CH2:33]5)[CH:31]=[C:2]([F:1])[CH:3]=4)=[CH:9][CH:10]=3)[CH:24]=[CH:23][N:22]=2)[CH2:43][CH2:42][CH2:41][CH2:40][CH2:39]1. (2) Given the reactants [F:1][C:2]1[CH:7]=[CH:6][C:5]([CH2:8][C:9]([OH:11])=[O:10])=[CH:4][CH:3]=1.C[Si]([N-][Si](C)(C)C)(C)C.[Na+].[Cl:22][CH2:23][CH2:24][CH2:25]I.O, predict the reaction product. The product is: [Cl:22][CH2:23][CH2:24][CH2:25][CH:8]([C:5]1[CH:4]=[CH:3][C:2]([F:1])=[CH:7][CH:6]=1)[C:9]([OH:11])=[O:10]. (3) Given the reactants C(OC(=O)NC1C(=O)N2C(C)CCC2=NC=1)C1C=CC=CC=1.[CH2:23]([C:30]1([C:51]([OH:53])=O)[N:34]2[C:35](=[O:50])[C:36]([NH:39][C:40]([O:42][CH2:43][C:44]3[CH:49]=[CH:48][CH:47]=[CH:46][CH:45]=3)=[O:41])=[CH:37][N:38]=[C:33]2[CH2:32][CH2:31]1)[C:24]1[CH:29]=[CH:28][CH:27]=[CH:26][CH:25]=1.[C:54]([O:58][C:59](=[O:71])[NH:60][C:61]([C:63]1[CH:68]=[CH:67][C:66]([CH2:69][NH2:70])=[CH:65][CH:64]=1)=[NH:62])([CH3:57])([CH3:56])[CH3:55], predict the reaction product. The product is: [CH2:43]([O:42][C:40](=[O:41])[NH:39][C:36]1[C:35](=[O:50])[N:34]2[C:30]([CH2:23][C:24]3[CH:29]=[CH:28][CH:27]=[CH:26][CH:25]=3)([C:51](=[O:53])[NH:70][CH2:69][C:66]3[CH:67]=[CH:68][C:63]([C:61]([NH:60][C:59]([O:58][C:54]([CH3:57])([CH3:56])[CH3:55])=[O:71])=[NH:62])=[CH:64][CH:65]=3)[CH2:31][CH2:32][C:33]2=[N:38][CH:37]=1)[C:44]1[CH:49]=[CH:48][CH:47]=[CH:46][CH:45]=1. (4) Given the reactants [Cl:1][C:2]1[C:10]2[CH:9]=[C:8]([C:11](=[O:15])[CH2:12][CH2:13][CH3:14])[S:7][C:6]=2[CH:5]=[CH:4][CH:3]=1.[Br-:16].[Br-].[Br-].C1([N+](C)(C)C)C=CC=CC=1.C1([N+](C)(C)C)C=CC=CC=1.C1([N+](C)(C)C)C=CC=CC=1, predict the reaction product. The product is: [Br:16][CH:12]([CH2:13][CH3:14])[C:11]([C:8]1[S:7][C:6]2[CH:5]=[CH:4][CH:3]=[C:2]([Cl:1])[C:10]=2[CH:9]=1)=[O:15]. (5) Given the reactants BrC1C=CC2OC3C(=O)NC(C4CCNCC4)=NC=3C=2C=1.BrC1C=CC2OC3C(=O)NC(C4CCN(C(OC(C)(C)C)=O)CC4)=NC=3C=2C=1.[Br:50][C:51]1[CH:52]=[CH:53][C:54]2[O:63][C:62]3[C:61](=[O:64])[NH:60][C:59]([C@H:65]4[CH2:69][C:68]([F:71])([F:70])[CH2:67][N:66]4C(OC(C)(C)C)=O)=[N:58][C:57]=3[C:55]=2[CH:56]=1, predict the reaction product. The product is: [Br:50][C:51]1[CH:52]=[CH:53][C:54]2[O:63][C:62]3[C:61](=[O:64])[NH:60][C:59]([C@@H:65]4[CH2:69][C:68]([F:71])([F:70])[CH2:67][NH:66]4)=[N:58][C:57]=3[C:55]=2[CH:56]=1. (6) Given the reactants [F:1][C:2]1[CH:3]=[C:4](OS(C(F)(F)F)(=O)=O)[CH:5]=[CH:6][C:7]=1[N+:8]([O-:10])=[O:9].[CH:19]1(B(O)O)[CH2:22][CH2:21][CH2:20]1.C(=O)([O-])[O-].[Cs+].[Cs+], predict the reaction product. The product is: [CH:19]1([C:4]2[CH:5]=[CH:6][C:7]([N+:8]([O-:10])=[O:9])=[C:2]([F:1])[CH:3]=2)[CH2:22][CH2:21][CH2:20]1. (7) Given the reactants [CH2:1]([C@H:5]1[CH2:9][C@H:8]([C:10]2[CH:15]=[CH:14][C:13]([F:16])=[CH:12][CH:11]=2)[O:7][C:6]1=[O:17])/[CH:2]=[CH:3]/[CH3:4], predict the reaction product. The product is: [CH2:1]([C@H:5]1[CH2:9][C@H:8]([C:10]2[CH:11]=[CH:12][C:13]([F:16])=[CH:14][CH:15]=2)[O:7][C:6]1=[O:17])[CH2:2][CH2:3][CH3:4]. (8) Given the reactants [Cl:1][CH2:2][C:3]([NH:5][C:6]1[CH:11]=[C:10]([C:12]2[S:13][CH:14]=[CH:15][N:16]=2)[N:9]=[C:8]([C:17]2O[C:19]([CH3:22])=[CH:20][CH:21]=2)[N:7]=1)=[O:4].Cl.[N:24]1C=CC=CC=1C(N)=N, predict the reaction product. The product is: [Cl:1][CH2:2][C:3]([NH:5][C:6]1[CH:11]=[C:10]([C:12]2[S:13][CH:14]=[CH:15][N:16]=2)[N:9]=[C:8]([C:17]2[CH:21]=[CH:20][CH:19]=[CH:22][N:24]=2)[N:7]=1)=[O:4]. (9) The product is: [CH2:17]([N:19]([CH2:20][CH3:21])[CH2:2][C:3]#[C:4][CH2:5][N:6]1[C:14](=[O:15])[C:13]2[C:8](=[CH:9][CH:10]=[CH:11][CH:12]=2)[C:7]1=[O:16])[CH3:18]. Given the reactants Cl[CH2:2][C:3]#[C:4][CH2:5][N:6]1[C:14](=[O:15])[C:13]2[C:8](=[CH:9][CH:10]=[CH:11][CH:12]=2)[C:7]1=[O:16].[CH2:17]([NH:19][CH2:20][CH3:21])[CH3:18].O, predict the reaction product.